Dataset: Forward reaction prediction with 1.9M reactions from USPTO patents (1976-2016). Task: Predict the product of the given reaction. (1) Given the reactants [CH2:1]([C:3]1[S:26][C:6]2[N:7]=[C:8]([CH2:24]O)[N:9]=[C:10]([N:11]3[CH2:16][CH2:15][N:14]4[C:17]([C:20]([F:23])([F:22])[F:21])=[N:18][N:19]=[C:13]4[CH2:12]3)[C:5]=2[CH:4]=1)[CH3:2].C1(C)C=CC(S([Cl:36])(=O)=O)=CC=1.C(N(CC)CC)C, predict the reaction product. The product is: [Cl:36][CH2:24][C:8]1[N:9]=[C:10]([N:11]2[CH2:16][CH2:15][N:14]3[C:17]([C:20]([F:23])([F:22])[F:21])=[N:18][N:19]=[C:13]3[CH2:12]2)[C:5]2[CH:4]=[C:3]([CH2:1][CH3:2])[S:26][C:6]=2[N:7]=1. (2) The product is: [CH2:1]([O:3][C:4]([C@@H:6]1[C@@H:8]([C:9](=[O:24])[NH:10][C@@H:11]([CH2:18][C:19]2[N:20]=[CH:21][S:22][CH:23]=2)[C:12]([NH:13][CH2:14][C:15]2[N:27]=[N:26][N:25]([C:28]3[CH:33]=[CH:32][C:31]([N+:34]([O-:36])=[O:35])=[CH:30][CH:29]=3)[CH:16]=2)=[O:17])[O:7]1)=[O:5])[CH3:2]. Given the reactants [CH2:1]([O:3][C:4]([C@@H:6]1[C@@H:8]([C:9](=[O:24])[NH:10][C@@H:11]([CH2:18][C:19]2[N:20]=[CH:21][S:22][CH:23]=2)[C:12](=[O:17])[NH:13][CH2:14][C:15]#[CH:16])[O:7]1)=[O:5])[CH3:2].[N:25]([C:28]1[CH:33]=[CH:32][C:31]([N+:34]([O-:36])=[O:35])=[CH:30][CH:29]=1)=[N+:26]=[N-:27].CCCC[Sn](OC(C)=O)(CCCC)CCCC, predict the reaction product. (3) The product is: [OH:2][C:3]1[C:4]([C:20]([F:21])([F:22])[F:23])=[CH:5][C:6]([CH2:13][CH2:14][C:15]([O:17][CH2:18][CH3:19])=[O:16])=[CH:7][C:8]=1[C:9]([F:10])([F:11])[F:12]. Given the reactants C[O:2][C:3]1[C:8]([C:9]([F:12])([F:11])[F:10])=[CH:7][C:6]([CH2:13][CH2:14][C:15]([O:17][CH2:18][CH3:19])=[O:16])=[CH:5][C:4]=1[C:20]([F:23])([F:22])[F:21].B(Br)(Br)Br, predict the reaction product.